This data is from Reaction yield outcomes from USPTO patents with 853,638 reactions. The task is: Predict the reaction yield, written as a fraction of the theoretical maximum amount of product (1.0 means a 100% yield; for example, 0.34 means a 34% yield). (1) The reactants are [CH2:1]([C:3](CO)([CH2:7][CH3:8])[CH2:4][C:5]#N)[CH3:2].N1[CH:15]=[CH:14][N:13]=C1.[C:16]([Si:20](C)(C)Cl)([CH3:19])([CH3:18])[CH3:17].[OH2:24].Cl[CH2:26]Cl. No catalyst specified. The product is [C:16]([SiH2:20][O:24][C:1]([CH3:2])([CH3:26])[C:3]([CH2:4][CH3:5])([CH2:7][CH3:8])[CH2:15][C:14]#[N:13])([CH3:19])([CH3:18])[CH3:17]. The yield is 0.740. (2) The reactants are [C:1]1(C(N)=O)[C:10]2[C:5](=[CH:6][CH:7]=[CH:8][CH:9]=2)[CH:4]=[CH:3][CH:2]=1.[N-:14]=[N+:15]=[N-:16].[Na+].[Cl-].[NH4+:19].O.[CH3:21][N:22](C)[CH:23]=[O:24]. No catalyst specified. The product is [NH:14]1[C:5]([C:10]2[CH:9]=[C:21]([NH:22][C:23]([C:3]3[CH:2]=[CH:1][C:10]4[C:5](=[CH:6][CH:7]=[CH:8][CH:9]=4)[CH:4]=3)=[O:24])[CH:3]=[CH:2][CH:1]=2)=[N:19][N:16]=[N:15]1. The yield is 0.840.